Dataset: Reaction yield outcomes from USPTO patents with 853,638 reactions. Task: Predict the reaction yield, written as a fraction of the theoretical maximum amount of product (1.0 means a 100% yield; for example, 0.34 means a 34% yield). (1) The reactants are [N:1]1([CH2:6][CH2:7][NH:8][CH:9]2[C:18]3[N:17]=[CH:16][CH:15]=[CH:14][C:13]=3[CH2:12][CH2:11][CH2:10]2)[CH:5]=[CH:4][N:3]=[CH:2]1.[C:19]([O:23][C:24]([N:26]1[C:30]2[CH:31]=[CH:32][CH:33]=[CH:34][C:29]=2[N:28]=[C:27]1[CH2:35]Cl)=[O:25])([CH3:22])([CH3:21])[CH3:20].[I-].[K+].C(N(CC)C(C)C)(C)C.C([O-])(O)=O.[Na+]. The catalyst is C(#N)C. The product is [C:19]([O:23][C:24]([N:26]1[C:30]2[CH:31]=[CH:32][CH:33]=[CH:34][C:29]=2[N:28]=[C:27]1[CH2:35][N:8]([CH2:7][CH2:6][N:1]1[CH:5]=[CH:4][N:3]=[CH:2]1)[CH:9]1[C:18]2[N:17]=[CH:16][CH:15]=[CH:14][C:13]=2[CH2:12][CH2:11][CH2:10]1)=[O:25])([CH3:22])([CH3:21])[CH3:20]. The yield is 0.120. (2) The reactants are [C:1]([CH2:3][C:4]1[CH:9]=[CH:8][C:7]([NH:10][S:11]([CH3:14])(=[O:13])=[O:12])=[C:6]([F:15])[C:5]=1[CH3:16])#[N:2].[CH2:17](N)[CH2:18][NH2:19]. The catalyst is C(=S)=S.CO. The product is [NH:2]1[CH2:17][CH2:18][N:19]=[C:1]1[CH2:3][C:4]1[CH:9]=[CH:8][C:7]([NH:10][S:11]([CH3:14])(=[O:12])=[O:13])=[C:6]([F:15])[C:5]=1[CH3:16]. The yield is 0.670.